Dataset: Catalyst prediction with 721,799 reactions and 888 catalyst types from USPTO. Task: Predict which catalyst facilitates the given reaction. (1) Reactant: [ClH:1].[Br:2][C:3]1[C:4]([C:28]2[CH:33]=[CH:32][CH:31]=[CH:30][CH:29]=2)=[N:5][N:6]2[CH:11]([C:12]3[CH:17]=[CH:16][C:15]([O:18][CH3:19])=[C:14]([O:20][CH3:21])[CH:13]=3)[CH2:10][CH:9]([C:22]3[CH:27]=[CH:26][CH:25]=[CH:24][N:23]=3)[NH:8][C:7]=12.O.C[Si]([Cl:39])(C)C. The catalyst class is: 311. Product: [ClH:39].[ClH:1].[Br:2][C:3]1[C:4]([C:28]2[CH:33]=[CH:32][CH:31]=[CH:30][CH:29]=2)=[N:5][N:6]2[CH:11]([C:12]3[CH:17]=[CH:16][C:15]([O:18][CH3:19])=[C:14]([O:20][CH3:21])[CH:13]=3)[CH2:10][CH:9]([C:22]3[CH:27]=[CH:26][CH:25]=[CH:24][N:23]=3)[NH:8][C:7]=12. (2) The catalyst class is: 16. Reactant: [Br:1][C:2]1[C:6]([CH3:7])=[CH:5][NH:4][N:3]=1.[H-].[Na+].Cl[C:11]1[CH:16]=[CH:15][N:14]=[C:13]([O:17][CH3:18])[CH:12]=1. Product: [Br:1][C:2]1[C:6]([CH3:7])=[CH:5][N:4]([C:11]2[CH:16]=[CH:15][N:14]=[C:13]([O:17][CH3:18])[CH:12]=2)[N:3]=1. (3) Reactant: [N+:1]([C:4]1[CH:18]=[CH:17][C:7]2[N:8]=[C:9]([NH:11][C:12]([CH:14]3[CH2:16][CH2:15]3)=[O:13])[S:10][C:6]=2[CH:5]=1)([O-])=O. Product: [NH2:1][C:4]1[CH:18]=[CH:17][C:7]2[N:8]=[C:9]([NH:11][C:12]([CH:14]3[CH2:15][CH2:16]3)=[O:13])[S:10][C:6]=2[CH:5]=1. The catalyst class is: 304. (4) Reactant: [CH3:1][C:2]1[C:3]([Sn](CCCC)(CCCC)CCCC)=[N:4][CH:5]=[CH:6][CH:7]=1.[C:21]([O:25][C:26](=[O:45])[N:27]([CH2:29][C:30]1[CH:34]=[C:33](Br)[N:32]([S:36]([C:39]2[CH:40]=[N:41][CH:42]=[CH:43][CH:44]=2)(=[O:38])=[O:37])[CH:31]=1)[CH3:28])([CH3:24])([CH3:23])[CH3:22]. Product: [CH3:28][N:27]([CH2:29][C:30]1[CH:34]=[C:33]([C:3]2[C:2]([CH3:1])=[CH:7][CH:6]=[CH:5][N:4]=2)[N:32]([S:36]([C:39]2[CH:40]=[N:41][CH:42]=[CH:43][CH:44]=2)(=[O:38])=[O:37])[CH:31]=1)[C:26](=[O:45])[O:25][C:21]([CH3:24])([CH3:22])[CH3:23]. The catalyst class is: 109. (5) The catalyst class is: 1. Product: [C:1]([O:5][C:6](=[O:25])[NH:7][C@H:8]([CH2:9][C:10]1[C:18]2[C:13](=[CH:14][CH:15]=[CH:16][CH:17]=2)[NH:12][CH:11]=1)[C:19](=[O:24])[CH3:26])([CH3:2])([CH3:3])[CH3:4]. Reactant: [C:1]([O:5][C:6](=[O:25])[NH:7][C@@H:8]([C:19](=[O:24])N(OC)C)[CH2:9][C:10]1[C:18]2[C:13](=[CH:14][CH:15]=[CH:16][CH:17]=2)[NH:12][CH:11]=1)([CH3:4])([CH3:3])[CH3:2].[CH3:26][Mg]Br. (6) Reactant: [CH2:1]([CH2:11][C:12](=O)[CH3:13])[C:2]1[CH:10]=[CH:9][C:7]([OH:8])=[C:4]([O:5][CH3:6])[CH:3]=1.[F:15][C:16]([F:26])([F:25])[C:17]1[CH:24]=[CH:23][C:20]([CH2:21][NH2:22])=[CH:19][CH:18]=1.O. Product: [F:15][C:16]([F:25])([F:26])[C:17]1[CH:24]=[CH:23][C:20]([CH2:21][NH:22][CH:12]([CH3:13])[CH2:11][CH2:1][C:2]2[CH:10]=[CH:9][C:7]([OH:8])=[C:4]([O:5][CH3:6])[CH:3]=2)=[CH:19][CH:18]=1. The catalyst class is: 11. (7) Reactant: CO[C:3](=[O:32])[C@H:4]([CH2:28][CH2:29][S:30][CH3:31])[NH:5][C:6](=[O:27])[C:7]1[CH:12]=[CH:11][C:10]([NH:13][CH2:14][C:15]2[CH:16]=[N:17][CH:18]=[CH:19][CH:20]=2)=[CH:9][C:8]=1[C:21]1[CH:26]=[CH:25][CH:24]=[CH:23][CH:22]=1.[NH3:33]. Product: [N:17]1[CH:18]=[CH:19][CH:20]=[C:15]([CH2:14][NH:13][C:10]2[CH:11]=[CH:12][C:7]([C:6]([NH:5][C@H:4]([C:3]([NH2:33])=[O:32])[CH2:28][CH2:29][S:30][CH3:31])=[O:27])=[C:8]([C:21]3[CH:26]=[CH:25][CH:24]=[CH:23][CH:22]=3)[CH:9]=2)[CH:16]=1. The catalyst class is: 5. (8) Reactant: [CH2:1]([O:3][C:4]([C:6]1[N:14]([CH3:15])[C:13]2[CH:12]=[C:11](Cl)[N:10]=[N:9][C:8]=2[C:7]=1[OH:17])=[O:5])[CH3:2]. Product: [CH2:1]([O:3][C:4]([C:6]1[N:14]([CH3:15])[C:13]2[CH:12]=[CH:11][N:10]=[N:9][C:8]=2[C:7]=1[OH:17])=[O:5])[CH3:2]. The catalyst class is: 63.